Dataset: Reaction yield outcomes from USPTO patents with 853,638 reactions. Task: Predict the reaction yield, written as a fraction of the theoretical maximum amount of product (1.0 means a 100% yield; for example, 0.34 means a 34% yield). (1) The reactants are [CH3:1][C@H:2]1[CH2:13][CH:12]=[CH:11][CH2:10][C@@H:9]([CH2:14][C:15]([O:17]C(C)(C)C)=O)[C:8](=[O:22])[N:7]2[CH2:23][CH2:24][CH2:25][C@H:6]2[CH2:5][NH:4][C:3]1=[O:26].FC(F)(F)C(O)=O.C[C@H]1CC=CC[C@@H](CC(O)=O)C(=O)N2CCC[C@H]2CNC1=O.[Cl:56][C:57]1[CH:62]=[CH:61][C:60]([CH2:63][NH2:64])=[CH:59][CH:58]=1. The catalyst is C(Cl)Cl.CO.C(Cl)Cl. The product is [Cl:56][C:57]1[CH:62]=[CH:61][C:60]([CH2:63][NH:64][C:15](=[O:17])[CH2:14][C@H:9]2[C:8](=[O:22])[N:7]3[CH2:23][CH2:24][CH2:25][C@H:6]3[CH2:5][NH:4][C:3](=[O:26])[C@@H:2]([CH3:1])[CH2:13][CH:12]=[CH:11][CH2:10]2)=[CH:59][CH:58]=1. The yield is 0.290. (2) The yield is 0.900. The product is [O:21]1[C:22]2[CH:23]=[CH:24][C:25]([C:2]3[C:7]([N+:8]([O-:10])=[O:9])=[C:6]([Cl:11])[N:5]=[C:4]([CH2:12][C:13]4[CH:18]=[CH:17][C:16]([F:19])=[CH:15][CH:14]=4)[N:3]=3)=[CH:26][C:27]=2[O:28][CH2:20]1. The reactants are Cl[C:2]1[C:7]([N+:8]([O-:10])=[O:9])=[C:6]([Cl:11])[N:5]=[C:4]([CH2:12][C:13]2[CH:18]=[CH:17][C:16]([F:19])=[CH:15][CH:14]=2)[N:3]=1.[CH2:20]1[O:28][C:27]2[CH:26]=[CH:25][C:24](B(O)O)=[CH:23][C:22]=2[O:21]1.C(=O)([O-])[O-].[Na+].[Na+]. The catalyst is O. (3) The reactants are Cl[C:2]1[N:10]=[C:9]2[C:5]([N:6]=[CH:7][N:8]2[CH:11]([CH3:13])[CH3:12])=[C:4]([C:14]2[CH:15]=[N:16][C:17]([NH2:20])=[N:18][CH:19]=2)[N:3]=1.[NH:21]1[CH2:26][CH2:25][O:24][CH2:23][CH2:22]1. The catalyst is CC(N(C)C)=O. The product is [CH:11]([N:8]1[CH:7]=[N:6][C:5]2[C:9]1=[N:10][C:2]([N:21]1[CH2:26][CH2:25][O:24][CH2:23][CH2:22]1)=[N:3][C:4]=2[C:14]1[CH:15]=[N:16][C:17]([NH2:20])=[N:18][CH:19]=1)([CH3:13])[CH3:12]. The yield is 0.580.